Dataset: Peptide-MHC class II binding affinity with 134,281 pairs from IEDB. Task: Regression. Given a peptide amino acid sequence and an MHC pseudo amino acid sequence, predict their binding affinity value. This is MHC class II binding data. The peptide sequence is GRWDEDGAKRIPVDV. The MHC is DRB1_1501 with pseudo-sequence DRB1_1501. The binding affinity (normalized) is 0.